Dataset: HIV replication inhibition screening data with 41,000+ compounds from the AIDS Antiviral Screen. Task: Binary Classification. Given a drug SMILES string, predict its activity (active/inactive) in a high-throughput screening assay against a specified biological target. (1) The compound is Cc1ccc2nc(Nc3ccccc3C)c(Nc3ccccc3C)nc2c1. The result is 0 (inactive). (2) The molecule is N#Cc1cc2c(N)ncnc2nc1N1CCCC1. The result is 0 (inactive). (3) The molecule is CCCc1c(-c2ccc(OC)cc2)c(=O)oc2cc(O)ccc12. The result is 0 (inactive). (4) The molecule is [N-]=[N+]=Nc1c(Cl)c(=O)n(-c2ccccc2)c2ccccc12. The result is 0 (inactive). (5) The drug is O=C(C=Cc1ccc(-c2ccccc2)cc1)c1ccccc1. The result is 0 (inactive). (6) The result is 0 (inactive). The molecule is CN(C)c1cc(CNC(Cc2cn(C(c3ccccc3)(c3ccccc3)c3ccccc3)cn2)C(=O)O)nc(CNC(Cc2cn(C(c3ccccc3)(c3ccccc3)c3ccccc3)cn2)C(=O)O)c1. (7) The drug is CCOC(=O)CC(NC(=O)C(CC(=O)OC)NC(=O)C(CC(=O)OC)NC(=O)C(CC(=O)OC)NC(=O)C(CC(=O)OC)NC(=O)C(CC(=O)OC)NC(=O)C(CC(=O)OC)NC(=O)C(CC(=O)OC)NC(=O)OCc1ccccc1)C(=O)OCC. The result is 0 (inactive). (8) The drug is Cc1cc2c(cc1C)NC(=O)CC(=O)N2. The result is 0 (inactive).